From a dataset of Reaction yield outcomes from USPTO patents with 853,638 reactions. Predict the reaction yield, written as a fraction of the theoretical maximum amount of product (1.0 means a 100% yield; for example, 0.34 means a 34% yield). (1) The reactants are [N+:1]([C:4]1[CH:21]=[CH:20][C:7]([O:8][C:9]2[CH:10]=[C:11]3[C:15](=[CH:16][CH:17]=2)[C:14](=[O:18])[NH:13][C:12]3=[O:19])=[CH:6][CH:5]=1)([O-:3])=[O:2].[H-].[Na+].[CH3:24]I.O. The catalyst is CN(C=O)C. The product is [N+:1]([C:4]1[CH:21]=[CH:20][C:7]([O:8][C:9]2[CH:10]=[C:11]3[C:15](=[CH:16][CH:17]=2)[C:14](=[O:18])[N:13]([CH3:24])[C:12]3=[O:19])=[CH:6][CH:5]=1)([O-:3])=[O:2]. The yield is 0.830. (2) The reactants are [Br:1][C:2]1[CH:7]=[CH:6][C:5]([C:8](=[O:10])[CH3:9])=[CH:4][CH:3]=1.[CH3:11][N:12]([CH:14](OC)OC)[CH3:13]. No catalyst specified. The product is [Br:1][C:2]1[CH:7]=[CH:6][C:5]([C:8](=[O:10])[CH:9]=[CH:11][N:12]([CH3:14])[CH3:13])=[CH:4][CH:3]=1. The yield is 0.880. (3) The reactants are Cl.[CH3:2][O:3]CN.C([N:8]([CH2:11]C)CC)C.[CH3:13][C:14]1[O:15][CH:16]=[CH:17][C:18]=1[C:19](Cl)=[O:20]. The catalyst is ClCCl.O. The product is [CH3:11][N:8]([O:3][CH3:2])[C:19]([C:18]1[CH:17]=[CH:16][O:15][C:14]=1[CH3:13])=[O:20]. The yield is 0.790.